Dataset: Reaction yield outcomes from USPTO patents with 853,638 reactions. Task: Predict the reaction yield, written as a fraction of the theoretical maximum amount of product (1.0 means a 100% yield; for example, 0.34 means a 34% yield). (1) The reactants are [F:1][C:2]1[CH:10]=[C:9]2[C:5]([CH:6]=[CH:7][N:8]2[S:11]([C:14]2[CH:19]=[CH:18][CH:17]=[CH:16][CH:15]=2)(=[O:13])=[O:12])=[C:4]([CH:20](I)[CH3:21])[C:3]=1[OH:23].[NH:24]([CH3:26])[CH3:25]. The catalyst is C(Cl)Cl.CCO. The product is [CH3:25][N:24]([CH3:26])[CH:20]([C:4]1[C:3]([OH:23])=[C:2]([F:1])[CH:10]=[C:9]2[C:5]=1[CH:6]=[CH:7][N:8]2[S:11]([C:14]1[CH:19]=[CH:18][CH:17]=[CH:16][CH:15]=1)(=[O:13])=[O:12])[CH3:21]. The yield is 0.620. (2) The reactants are F[C:2]1[CH:7]=[CH:6][C:5]([CH3:8])=[CH:4][C:3]=1[N+:9]([O-:11])=[O:10].[C:12]([N:19]1[CH2:24][CH2:23][NH:22][CH2:21][CH2:20]1)([O:14][C:15]([CH3:18])([CH3:17])[CH3:16])=[O:13]. No catalyst specified. The product is [CH3:8][C:5]1[CH:6]=[CH:7][C:2]([N:22]2[CH2:21][CH2:20][N:19]([C:12]([O:14][C:15]([CH3:18])([CH3:17])[CH3:16])=[O:13])[CH2:24][CH2:23]2)=[C:3]([N+:9]([O-:11])=[O:10])[CH:4]=1. The yield is 0.900. (3) The reactants are B(Cl)(Cl)Cl.C[O:6][C:7]1[CH:12]=[CH:11][C:10]([C:13]2[CH:18]=[CH:17][C:16]([CH2:19][C:20]([O:22][CH3:23])=[O:21])=[CH:15][CH:14]=2)=[CH:9][CH:8]=1. The catalyst is [I-].C([N+](CCCC)(CCCC)CCCC)CCC.C(Cl)Cl. The product is [OH:6][C:7]1[CH:8]=[CH:9][C:10]([C:13]2[CH:18]=[CH:17][C:16]([CH2:19][C:20]([O:22][CH3:23])=[O:21])=[CH:15][CH:14]=2)=[CH:11][CH:12]=1. The yield is 0.780. (4) The reactants are [O:1]1[CH:5]=[CH:4][C:3]([C:6]2[N:10]([CH3:11])[N:9]=[CH:8][C:7]=2/[CH:12]=[CH:13]/[C:14]([O:16]CC)=[O:15])=[CH:2]1.O1CCCC1.[OH-].[Na+].Cl. The catalyst is C(O)C. The product is [O:1]1[CH:5]=[CH:4][C:3]([C:6]2[N:10]([CH3:11])[N:9]=[CH:8][C:7]=2/[CH:12]=[CH:13]/[C:14]([OH:16])=[O:15])=[CH:2]1. The yield is 0.990. (5) The reactants are [N+:1]([C:4]1[CH:9]=[CH:8][C:7]([C:10]2[CH2:11][CH2:12][NH:13][CH2:14][CH:15]=2)=[CH:6][N:5]=1)([O-:3])=[O:2].C=O.[C:18](O)(=O)C. The catalyst is CO. The product is [CH3:18][N:13]1[CH2:12][CH:11]=[C:10]([C:7]2[CH:8]=[CH:9][C:4]([N+:1]([O-:3])=[O:2])=[N:5][CH:6]=2)[CH2:15][CH2:14]1. The yield is 0.780.